Predict the reactants needed to synthesize the given product. From a dataset of Full USPTO retrosynthesis dataset with 1.9M reactions from patents (1976-2016). (1) The reactants are: [CH3:1][O:2][C:3]1[CH:8]=[CH:7][C:6]([N:9]2[C:13]3[CH:14]=[CH:15][CH:16]=[CH:17][C:12]=3[N:11]=[C:10]2[C:18]2[NH:19][CH:20]=[CH:21][CH:22]=2)=[CH:5][CH:4]=1.C1OCCOCCOCCOCCOCCOC1.C[Si]([N-][Si](C)(C)C)(C)C.[K+].[C:51]1(C)[CH:56]=CC=C[CH:52]=1.ICCC. Given the product [CH3:1][O:2][C:3]1[CH:4]=[CH:5][C:6]([N:9]2[C:13]3[CH:14]=[CH:15][CH:16]=[CH:17][C:12]=3[N:11]=[C:10]2[C:18]2[N:19]([CH2:52][CH2:51][CH3:56])[CH:20]=[CH:21][CH:22]=2)=[CH:7][CH:8]=1, predict the reactants needed to synthesize it. (2) Given the product [CH:15]1([C:19]([N:6]2[CH:7]([C:24]3[C:25]4[C:30](=[CH:29][CH:28]=[CH:27][CH:26]=4)[NH:22][CH:23]=3)[C:8]3[C:13](=[CH:12][CH:11]=[CH:10][CH:9]=3)[C:14]3[CH:1]=[CH:2][CH:3]=[CH:4][C:5]2=3)=[O:20])[CH2:18][CH2:17][CH2:16]1, predict the reactants needed to synthesize it. The reactants are: [CH:1]1[C:14]2[C:5](=[N:6][CH:7]=[C:8]3[C:13]=2[CH:12]=[CH:11][CH:10]=[CH:9]3)[CH:4]=[CH:3][CH:2]=1.[CH:15]1([C:19](Cl)=[O:20])[CH2:18][CH2:17][CH2:16]1.[NH:22]1[C:30]2[C:25](=[CH:26][CH:27]=[CH:28][CH:29]=2)[CH:24]=[CH:23]1. (3) Given the product [CH2:3]([O:10][C:11]1[CH:12]=[CH:13][C:14]([Br:1])=[C:15]2[C:20]=1[NH:19][C:18](=[O:21])[C:17]([CH3:22])=[CH:16]2)[C:4]1[CH:5]=[CH:6][CH:7]=[CH:8][CH:9]=1, predict the reactants needed to synthesize it. The reactants are: [Br:1]Br.[CH2:3]([O:10][C:11]1[CH:12]=[CH:13][CH:14]=[C:15]2[C:20]=1[NH:19][C:18](=[O:21])[C:17]([CH3:22])=[CH:16]2)[C:4]1[CH:9]=[CH:8][CH:7]=[CH:6][CH:5]=1.C([O-])(=O)C.[Na+]. (4) Given the product [Cl:5][CH2:6][C:7]([C:15]1[CH:14]=[C:13]2[C:18](=[CH:17][CH:16]=1)[NH:10][C:11](=[O:19])[CH2:12]2)=[O:8], predict the reactants needed to synthesize it. The reactants are: [Cl-].[Al+3].[Cl-].[Cl-].[Cl:5][CH2:6][C:7](Cl)=[O:8].[NH:10]1[C:18]2[C:13](=[CH:14][CH:15]=[CH:16][CH:17]=2)[CH2:12][C:11]1=[O:19]. (5) Given the product [CH:9]([C:15]1[S:14][C:13]([C:17]2[CH:18]=[CH:19][CH:20]=[CH:21][CH:22]=2)=[C:12]([CH3:11])[CH:16]=1)=[O:10], predict the reactants needed to synthesize it. The reactants are: O=P(Cl)(Cl)Cl.CN([CH:9]=[O:10])C.[CH3:11][C:12]1[CH:16]=[CH:15][S:14][C:13]=1[C:17]1[CH:22]=[CH:21][CH:20]=[CH:19][CH:18]=1.C([O-])(=O)C.[Na+]. (6) Given the product [CH3:60][C:59]([C@H:56]1[CH2:55][CH2:54][C@H:53]([C@H:48]([NH:47][C:43]([C:34]2[C:33]([NH:32][C:30]([O:29][C:25]([CH3:28])([CH3:27])[CH3:26])=[O:31])=[CH:42][C:41]3[C:36](=[CH:37][CH:38]=[CH:39][CH:40]=3)[CH:35]=2)=[O:44])[C:49]([O:51][CH3:52])=[O:50])[CH2:58][CH2:57]1)([CH3:62])[CH3:61], predict the reactants needed to synthesize it. The reactants are: CN(C(ON1N=NC2C=CC=NC1=2)=[N+](C)C)C.F[P-](F)(F)(F)(F)F.[C:25]([O:29][C:30]([NH:32][C:33]1[C:34]([C:43](O)=[O:44])=[CH:35][C:36]2[C:41]([CH:42]=1)=[CH:40][CH:39]=[CH:38][CH:37]=2)=[O:31])([CH3:28])([CH3:27])[CH3:26].Cl.[NH2:47][C@@H:48]([C@H:53]1[CH2:58][CH2:57][C@H:56]([C:59]([CH3:62])([CH3:61])[CH3:60])[CH2:55][CH2:54]1)[C:49]([O:51][CH3:52])=[O:50].C(N(C(C)C)CC)(C)C. (7) The reactants are: CO.[BH4-].[Na+].[CH3:5][O:6][C:7]1[CH:8]=[CH:9][C:10]2[N:11]([N:13]=[C:14]([C:28]3[CH:33]=[CH:32][C:31]([CH3:34])=[CH:30][CH:29]=3)[C:15]=2[C:16]([C:18]2[N:23]=[C:22]([C:24]([O:26][CH3:27])=[O:25])[CH:21]=[CH:20][CH:19]=2)=[O:17])[CH:12]=1.[Cl-].[NH4+]. Given the product [OH:17][CH:16]([C:15]1[C:14]([C:28]2[CH:33]=[CH:32][C:31]([CH3:34])=[CH:30][CH:29]=2)=[N:13][N:11]2[CH:12]=[C:7]([O:6][CH3:5])[CH:8]=[CH:9][C:10]=12)[C:18]1[N:23]=[C:22]([C:24]([O:26][CH3:27])=[O:25])[CH:21]=[CH:20][CH:19]=1, predict the reactants needed to synthesize it.